The task is: Predict the product of the given reaction.. This data is from Forward reaction prediction with 1.9M reactions from USPTO patents (1976-2016). (1) Given the reactants [CH:1]([N:4](CC)C(C)C)(C)C.Cl[C:11]([O:13][C:14]1[CH:19]=CC([N+]([O-])=O)=C[CH:15]=1)=[O:12].O[CH2:24][C:25]1O[N:28]=[C:27]([C:30](OCC)=O)[CH:26]=1.Cl[CH:36](Cl)C, predict the reaction product. The product is: [NH2:28][CH:27]1[CH2:26][C:25]2([CH2:24][N:4]([C:11]([O:13][C:14]([CH3:15])([CH3:19])[CH3:36])=[O:12])[CH2:1]2)[CH2:30]1. (2) Given the reactants [CH3:1][N:2]1[C:6]2[CH2:7][CH2:8]S[CH2:10][C:5]=2[C:4]([C:11]([N:13]2[CH2:18][CH2:17][CH:16]([C:19]3[CH:24]=[CH:23][CH:22]=[CH:21][C:20]=3[C:25]([F:28])([F:27])[F:26])[CH2:15][CH2:14]2)=[O:12])=[N:3]1.O[O:30][S:31]([O-:33])=O.[K+].C([O-])(O)=O.[Na+], predict the reaction product. The product is: [CH3:1][N:2]1[C:6]2[CH2:7][CH2:8][S:31](=[O:33])(=[O:30])[CH2:10][C:5]=2[C:4]([C:11]([N:13]2[CH2:18][CH2:17][CH:16]([C:19]3[CH:24]=[CH:23][CH:22]=[CH:21][C:20]=3[C:25]([F:26])([F:27])[F:28])[CH2:15][CH2:14]2)=[O:12])=[N:3]1. (3) Given the reactants Cl[CH2:2][C:3]1[N:12]([C:13]2[CH:18]=[CH:17][CH:16]=[CH:15][C:14]=2[Cl:19])[C:11](=[O:20])[C:10]2[C:5](=[CH:6][C:7]([N+:21]([O-:23])=[O:22])=[CH:8][CH:9]=2)[N:4]=1.O.[SH:25][C:26]1[N:34]=[CH:33][N:32]=[C:31]2[C:27]=1[NH:28][CH:29]=[N:30]2.C([O-])([O-])=O.[K+].[K+], predict the reaction product. The product is: [Cl:19][C:14]1[CH:15]=[CH:16][CH:17]=[CH:18][C:13]=1[N:12]1[C:11](=[O:20])[C:10]2[C:5](=[CH:6][C:7]([N+:21]([O-:23])=[O:22])=[CH:8][CH:9]=2)[N:4]=[C:3]1[CH2:2][S:25][C:26]1[N:34]=[CH:33][N:32]=[C:31]2[C:27]=1[N:28]=[CH:29][NH:30]2. (4) Given the reactants [ClH:1].[NH2:2][C:3]1([C:7]2[CH:12]=[CH:11][C:10]([C:13]3[C:14](=[O:31])[C:15]4[C:16]([O:23][C:24]=3[C:25]3[CH:30]=[CH:29][CH:28]=[CH:27][CH:26]=3)=[C:17]([O:21]C)[N:18]=[CH:19][CH:20]=4)=[CH:9][CH:8]=2)[CH2:6][CH2:5][CH2:4]1.CO.O.[OH-].[Na+], predict the reaction product. The product is: [ClH:1].[NH2:2][C:3]1([C:7]2[CH:8]=[CH:9][C:10]([C:13]3[C:14](=[O:31])[C:15]4[CH:20]=[CH:19][NH:18][C:17](=[O:21])[C:16]=4[O:23][C:24]=3[C:25]3[CH:26]=[CH:27][CH:28]=[CH:29][CH:30]=3)=[CH:11][CH:12]=2)[CH2:6][CH2:5][CH2:4]1.